Dataset: Full USPTO retrosynthesis dataset with 1.9M reactions from patents (1976-2016). Task: Predict the reactants needed to synthesize the given product. (1) Given the product [CH3:1][O:2][C:3]1[CH:8]=[C:7]([CH2:9][O:10][CH3:11])[CH:6]=[CH:5][C:4]=1[NH2:12], predict the reactants needed to synthesize it. The reactants are: [CH3:1][O:2][C:3]1[CH:8]=[C:7]([CH2:9][O:10][CH3:11])[CH:6]=[CH:5][C:4]=1[N+:12]([O-])=O. (2) The reactants are: [F:1][C:2]1[CH:7]=[CH:6][C:5]([F:8])=[CH:4][C:3]=1[C:9]1[CH:14]=[C:13]([NH:15][C:16]2[CH:21]=[CH:20][N:19]=[C:18]3[CH:22]=[N:23][NH:24][C:17]=23)[CH:12]=[CH:11][N:10]=1.[N:25]([CH2:28][CH3:29])=[C:26]=[O:27]. Given the product [F:1][C:2]1[CH:7]=[CH:6][C:5]([F:8])=[CH:4][C:3]=1[C:9]1[CH:14]=[C:13]([NH:15][C:16]2[CH:21]=[CH:20][N:19]=[C:18]3[CH:22]=[N:23][N:24]([C:26]([NH:25][CH2:28][CH3:29])=[O:27])[C:17]=23)[CH:12]=[CH:11][N:10]=1, predict the reactants needed to synthesize it.